This data is from Reaction yield outcomes from USPTO patents with 853,638 reactions. The task is: Predict the reaction yield, written as a fraction of the theoretical maximum amount of product (1.0 means a 100% yield; for example, 0.34 means a 34% yield). (1) The reactants are [Cl:1][C:2]1[CH:3]=[CH:4][C:5]([NH:18][CH2:19][CH:20]2[CH2:25][CH2:24][NH:23][CH2:22][CH2:21]2)=[C:6]([CH:17]=1)[C:7]([NH:9][C:10]1[CH:15]=[CH:14][C:13]([Cl:16])=[CH:12][N:11]=1)=[O:8].Cl.Cl[C:28]1[CH:33]=[CH:32][N:31]=[CH:30][CH:29]=1.C(N(CC)CC)C. The catalyst is C(O)C. The product is [Cl:1][C:2]1[CH:3]=[CH:4][C:5]([NH:18][CH2:19][CH:20]2[CH2:21][CH2:22][N:23]([C:28]3[CH:33]=[CH:32][N:31]=[CH:30][CH:29]=3)[CH2:24][CH2:25]2)=[C:6]([CH:17]=1)[C:7]([NH:9][C:10]1[CH:15]=[CH:14][C:13]([Cl:16])=[CH:12][N:11]=1)=[O:8]. The yield is 0.150. (2) The reactants are C1(P(C2C=CC=CC=2)C2C=CC=CC=2)C=CC=CC=1.CC(OC(/N=N/C(OC(C)C)=O)=O)C.[C:34]([O:38][C:39]([N:41]1[CH2:46][CH2:45][C@@H:44]([N:47]=[C:48]([C:55]2[CH:60]=[CH:59][CH:58]=[CH:57][CH:56]=2)[C:49]2[CH:54]=[CH:53][CH:52]=[CH:51][CH:50]=2)[C@H:43](O)[CH2:42]1)=[O:40])([CH3:37])([CH3:36])[CH3:35].P([N:78]=[N+:79]=[N-:80])(OC1C=CC=CC=1)(OC1C=CC=CC=1)=O. The catalyst is C1COCC1. The product is [C:34]([O:38][C:39]([N:41]1[CH2:46][CH2:45][C@H:44]([N:47]=[C:48]([C:55]2[CH:60]=[CH:59][CH:58]=[CH:57][CH:56]=2)[C:49]2[CH:50]=[CH:51][CH:52]=[CH:53][CH:54]=2)[C@H:43]([N:78]=[N+:79]=[N-:80])[CH2:42]1)=[O:40])([CH3:37])([CH3:36])[CH3:35]. The yield is 0.710.